From a dataset of Full USPTO retrosynthesis dataset with 1.9M reactions from patents (1976-2016). Predict the reactants needed to synthesize the given product. (1) Given the product [CH2:1]([C:5]1[S:9][C:8]([CH:10]2[CH2:15][CH2:14][N:13]([S:16]([C:19]3([C:25]([NH:27][OH:28])=[O:26])[CH2:24][CH2:23][O:22][CH2:21][CH2:20]3)(=[O:18])=[O:17])[CH2:12][CH2:11]2)=[CH:7][CH:6]=1)[CH2:2][CH2:3][CH3:4], predict the reactants needed to synthesize it. The reactants are: [CH2:1]([C:5]1[S:9][C:8]([CH:10]2[CH2:15][CH2:14][N:13]([S:16]([C:19]3([C:25]([NH:27][O:28]C4CCCCO4)=[O:26])[CH2:24][CH2:23][O:22][CH2:21][CH2:20]3)(=[O:18])=[O:17])[CH2:12][CH2:11]2)=[CH:7][CH:6]=1)[CH2:2][CH2:3][CH3:4].FC(F)(F)C(O)=O.Cl.CN(C)CCCN=C=NCC.O.ON1C2C=CC=CC=2N=N1.O1CCCCC1ON.CN1CCOCC1. (2) Given the product [CH3:1][O:2][C:3](=[O:21])[CH2:4][CH:5]([C:6]1[CH:11]=[CH:10][C:9]([O:12][CH:13]([F:15])[F:14])=[C:8]([O:16][CH:17]([F:18])[F:19])[CH:7]=1)[N:20]1[CH2:45][C:33]2[C:32](=[C:37]([NH:38][C:39]([CH:41]3[CH2:43][CH2:42]3)=[O:40])[CH:36]=[CH:35][C:34]=2[Cl:44])[C:31]1=[O:30], predict the reactants needed to synthesize it. The reactants are: [CH3:1][O:2][C:3](=[O:21])[CH2:4][CH:5]([NH2:20])[C:6]1[CH:11]=[CH:10][C:9]([O:12][CH:13]([F:15])[F:14])=[C:8]([O:16][CH:17]([F:19])[F:18])[CH:7]=1.C(N(CC)CC)C.C[O:30][C:31](=O)[C:32]1[C:37]([NH:38][C:39]([CH:41]2[CH2:43][CH2:42]2)=[O:40])=[CH:36][CH:35]=[C:34]([Cl:44])[C:33]=1[CH2:45]Br. (3) Given the product [Br:52][C:9]1[N:8]=[C:7]([C:12]2[CH:13]=[C:14]([OH:18])[CH:15]=[CH:16][CH:17]=2)[N:6]=[C:5]2[N:4]([C:20]3[CH:25]=[CH:24][CH:23]=[CH:22][CH:21]=3)[N:3]=[C:2]([F:1])[C:10]=12, predict the reactants needed to synthesize it. The reactants are: [F:1][C:2]1[C:10]2[C:5](=[N:6][C:7]([C:12]3[CH:17]=[CH:16][CH:15]=[C:14]([O:18]C)[CH:13]=3)=[N:8][C:9]=2O)[N:4]([C:20]2[CH:25]=[CH:24][CH:23]=[CH:22][CH:21]=2)[N:3]=1.ClC1N=C(C2C=CC=C(OC)C=2)N=C2N(C3C=CC=CC=3)N=C(F)C=12.B(Br)(Br)[Br:52]. (4) Given the product [CH2:13]([O:12][C:10]([C:9]1[N:8]([CH2:15][C:16]2[CH:21]=[CH:20][C:19]([C:27]3[CH:28]=[CH:29][CH:30]=[CH:31][C:26]=3[C:47]#[N:51])=[CH:18][CH:17]=2)[C:7]([CH2:23][CH2:24][CH3:25])=[N:6][C:5]=1[C:2]([OH:1])([CH3:4])[CH3:3])=[O:11])[CH3:14], predict the reactants needed to synthesize it. The reactants are: [OH:1][C:2]([C:5]1[N:6]=[C:7]([CH2:23][CH2:24][CH3:25])[N:8]([CH2:15][C:16]2[CH:21]=[CH:20][C:19](Br)=[CH:18][CH:17]=2)[C:9]=1[C:10]([O:12][CH2:13][CH3:14])=[O:11])([CH3:4])[CH3:3].[C:26]1([CH3:47])[CH:31]=[CH:30][CH:29]=[CH:28][C:27]=1P([C:27]1[CH:28]=[CH:29][CH:30]=[CH:31][C:26]=1[CH3:47])[C:27]1[CH:28]=[CH:29][CH:30]=[CH:31][C:26]=1[CH3:47].C([N:51](C(C)C)CC)(C)C. (5) Given the product [NH2:28][C:26]1[N:27]=[C:22]2[CH:21]=[CH:20][C:19]([O:18][C:14]3[CH:13]=[C:12]([NH:11][C:9](=[O:10])[C:8]4[CH:35]=[CH:36][CH:37]=[C:6]([C:3]5([C:1]#[N:2])[CH2:4][CH2:5]5)[CH:7]=4)[CH:17]=[CH:16][CH:15]=3)=[CH:24][N:23]2[CH:25]=1, predict the reactants needed to synthesize it. The reactants are: [C:1]([C:3]1([C:6]2[CH:7]=[C:8]([CH:35]=[CH:36][CH:37]=2)[C:9]([NH:11][C:12]2[CH:17]=[CH:16][CH:15]=[C:14]([O:18][C:19]3[CH:20]=[CH:21][C:22]4[N:23]([CH:25]=[C:26]([NH:28]C(=O)C(F)(F)F)[N:27]=4)[CH:24]=3)[CH:13]=2)=[O:10])[CH2:5][CH2:4]1)#[N:2].[OH-].[Na+].O. (6) Given the product [CH2:36]([O:35][C:33](=[O:34])[CH2:32][O:24][C:4]1[CH:3]=[C:2]([F:1])[CH:23]=[CH:22][C:5]=1[C:6](=[O:7])[NH:8][CH2:9][C:10]1[S:11][C:12]2[C:18]([F:19])=[CH:17][C:16]([F:20])=[C:15]([F:21])[C:13]=2[N:14]=1)[CH3:37], predict the reactants needed to synthesize it. The reactants are: [F:1][C:2]1[CH:23]=[CH:22][C:5]([C:6]([NH:8][CH2:9][C:10]2[S:11][C:12]3[C:18]([F:19])=[CH:17][C:16]([F:20])=[C:15]([F:21])[C:13]=3[N:14]=2)=[O:7])=[C:4]([OH:24])[CH:3]=1.C([O-])([O-])=O.[K+].[K+].Br[CH2:32][C:33]([O:35][CH2:36][CH3:37])=[O:34].Cl. (7) Given the product [Cl:60][C:61]1[CH:62]=[C:63]([NH:64][C:2]2[O:3][C:4]([CH3:7])=[N:5][N:6]=2)[CH:65]=[C:66]([Cl:68])[CH:67]=1, predict the reactants needed to synthesize it. The reactants are: Br[C:2]1[O:3][C:4]([CH3:7])=[N:5][N:6]=1.C1C=CC(P(C2C=CC3C(=CC=CC=3)C=2C2C3C(=CC=CC=3)C=CC=2P(C2C=CC=CC=2)C2C=CC=CC=2)C2C=CC=CC=2)=CC=1.CC(C)([O-])C.[Na+].[Cl:60][C:61]1[CH:62]=[C:63]([CH:65]=[C:66]([Cl:68])[CH:67]=1)[NH2:64]. (8) Given the product [O:25]1[CH2:24][CH2:23][CH:22]([C:15]2[C:16]3[C:21](=[CH:20][CH:19]=[CH:18][CH:17]=3)[N:13]([S:10]([C:7]3[CH:6]=[CH:5][C:4]([C:3]([OH:28])=[O:2])=[CH:9][CH:8]=3)(=[O:12])=[O:11])[CH:14]=2)[CH2:27][CH2:26]1, predict the reactants needed to synthesize it. The reactants are: C[O:2][C:3](=[O:28])[C:4]1[CH:9]=[CH:8][C:7]([S:10]([N:13]2[C:21]3[C:16](=[CH:17][CH:18]=[CH:19][CH:20]=3)[C:15]([CH:22]3[CH2:27][CH2:26][O:25][CH2:24][CH2:23]3)=[CH:14]2)(=[O:12])=[O:11])=[CH:6][CH:5]=1.C1COCC1.[OH-].[Na+].